Dataset: Full USPTO retrosynthesis dataset with 1.9M reactions from patents (1976-2016). Task: Predict the reactants needed to synthesize the given product. (1) Given the product [F:24][C:23]([F:26])([F:25])[S:20]([O:1][C:2]1[CH:11]=[C:10]2[C:5]([CH2:6][CH2:7][C:8](=[O:12])[NH:9]2)=[CH:4][CH:3]=1)(=[O:21])=[O:19], predict the reactants needed to synthesize it. The reactants are: [OH:1][C:2]1[CH:11]=[C:10]2[C:5]([CH2:6][CH2:7][C:8](=[O:12])[NH:9]2)=[CH:4][CH:3]=1.N1C=CC=CC=1.[O:19](S(C(F)(F)F)(=O)=O)[S:20]([C:23]([F:26])([F:25])[F:24])(=O)=[O:21]. (2) Given the product [CH2:1]([N:3]1[CH2:8][CH2:7][N:6]([S:9]([C:12]2[CH:17]=[CH:16][C:15]([C:18]3[CH:19]=[C:20]4[N:26]=[C:25]([CH2:27][CH2:28][CH:29]5[NH:35][C:34](=[S:46])[CH2:33][CH2:32][CH2:31][CH2:30]5)[NH:24][C:21]4=[N:22][CH:23]=3)=[CH:14][CH:13]=2)(=[O:11])=[O:10])[CH2:5][CH2:4]1)[CH3:2], predict the reactants needed to synthesize it. The reactants are: [CH2:1]([N:3]1[CH2:8][CH2:7][N:6]([S:9]([C:12]2[CH:17]=[CH:16][C:15]([C:18]3[CH:19]=[C:20]4[N:26]=[C:25]([CH2:27][CH2:28][CH:29]5[NH:35][C:34](=O)[CH2:33][CH2:32][CH2:31][CH2:30]5)[NH:24][C:21]4=[N:22][CH:23]=3)=[CH:14][CH:13]=2)(=[O:11])=[O:10])[CH2:5][CH2:4]1)[CH3:2].COC1C=CC(P2(SP(C3C=CC(OC)=CC=3)(=S)S2)=[S:46])=CC=1. (3) Given the product [S:19]1[C:27]2[C:22](=[N:23][CH:24]=[CH:25][CH:26]=2)[N:21]=[C:20]1[O:28][C:29]1[CH:36]=[CH:35][C:32]([CH2:33][N:6]2[CH2:7][CH:2]3[CH2:8][CH:5]2[CH2:4][N:3]3[C:9](=[O:11])[CH3:10])=[CH:31][CH:30]=1, predict the reactants needed to synthesize it. The reactants are: Cl.[C@H:2]12[CH2:8][C@H:5]([NH:6][CH2:7]1)[CH2:4][N:3]2[C:9](=[O:11])[CH3:10].CCN(CC)CC.[S:19]1[C:27]2[C:22](=[N:23][CH:24]=[CH:25][CH:26]=2)[N:21]=[C:20]1[O:28][C:29]1[CH:36]=[CH:35][C:32]([CH:33]=O)=[CH:31][CH:30]=1. (4) Given the product [C:6]([C:5]1[CH:8]=[CH:9][C:2](/[CH:12]=[CH:11]/[C:10]([O:14][CH2:15][CH3:16])=[O:13])=[CH:3][CH:4]=1)#[N:7], predict the reactants needed to synthesize it. The reactants are: Br[C:2]1[CH:9]=[CH:8][C:5]([C:6]#[N:7])=[CH:4][CH:3]=1.[C:10]([O:14][CH2:15][CH3:16])(=[O:13])[CH:11]=[CH2:12]. (5) Given the product [Br:1][C:2]1[CH:7]=[C:6]([NH2:8])[CH:5]=[C:4]([Cl:11])[CH:3]=1, predict the reactants needed to synthesize it. The reactants are: [Br:1][C:2]1[CH:7]=[C:6]([N+:8]([O-])=O)[CH:5]=[C:4]([Cl:11])[CH:3]=1. (6) The reactants are: BrC1CN(C(CC)C(N)=O)C(=O)C1C#C.Br[C:17](Br)=[CH:18][CH:19]1[CH2:23][N:22]([CH:24]([CH2:28][CH3:29])[C:25]([NH2:27])=[O:26])[C:21](=[O:30])[CH2:20]1.CC(C)([O-])C.[K+]. Given the product [C:18]([CH:19]1[CH2:23][N:22]([CH:24]([CH2:28][CH3:29])[C:25]([NH2:27])=[O:26])[C:21](=[O:30])[CH2:20]1)#[CH:17], predict the reactants needed to synthesize it. (7) Given the product [CH3:61][C:14]1([CH3:13])[CH2:23][CH:22]([O:24][Si:25]([CH:29]([CH3:31])[CH3:30])([CH:32]([CH3:33])[CH3:34])[CH:26]([CH3:27])[CH3:28])[C:21]2[C:16](=[CH:17][CH:18]=[C:19]([N:35]3[C:40](=[O:41])[C:39]([CH2:42][C:43]4[CH:44]=[CH:45][C:46]([C:49]5[CH:54]=[CH:53][CH:52]=[CH:51][C:50]=5[C:55]5[NH:3][C:4](=[O:7])[O:5][N:56]=5)=[CH:47][CH:48]=4)=[C:38]([CH2:57][CH2:58][CH3:59])[N:37]=[C:36]3[CH3:60])[CH:20]=2)[O:15]1, predict the reactants needed to synthesize it. The reactants are: [Cl-].O[NH3+:3].[C:4](=[O:7])([O-])[OH:5].[Na+].CS(C)=O.[CH3:13][C:14]1([CH3:61])[CH2:23][CH:22]([O:24][Si:25]([CH:32]([CH3:34])[CH3:33])([CH:29]([CH3:31])[CH3:30])[CH:26]([CH3:28])[CH3:27])[C:21]2[C:16](=[CH:17][CH:18]=[C:19]([N:35]3[C:40](=[O:41])[C:39]([CH2:42][C:43]4[CH:48]=[CH:47][C:46]([C:49]5[C:50]([C:55]#[N:56])=[CH:51][CH:52]=[CH:53][CH:54]=5)=[CH:45][CH:44]=4)=[C:38]([CH2:57][CH2:58][CH3:59])[N:37]=[C:36]3[CH3:60])[CH:20]=2)[O:15]1.